Dataset: Reaction yield outcomes from USPTO patents with 853,638 reactions. Task: Predict the reaction yield, written as a fraction of the theoretical maximum amount of product (1.0 means a 100% yield; for example, 0.34 means a 34% yield). (1) The reactants are C([O:3][C:4](=O)[CH2:5][CH2:6][CH2:7][N:8]1[CH2:13][CH2:12][N:11]([CH:14]([C:32]2[CH:37]=[CH:36][CH:35]=[CH:34][CH:33]=2)[CH2:15][O:16][CH2:17][C:18]2[CH:23]=[C:22]([C:24]([F:27])([F:26])[F:25])[CH:21]=[C:20]([C:28]([F:31])([F:30])[F:29])[CH:19]=2)[CH2:10][CH2:9]1)C.C([NH2:41])=O.C[O-].[Na+]. No catalyst specified. The product is [F:25][C:24]([F:27])([F:26])[C:22]1[CH:23]=[C:18]([CH:19]=[C:20]([C:28]([F:29])([F:31])[F:30])[CH:21]=1)[CH2:17][O:16][CH2:15][CH:14]([N:11]1[CH2:12][CH2:13][N:8]([CH2:7][CH2:6][CH2:5][C:4]([NH2:41])=[O:3])[CH2:9][CH2:10]1)[C:32]1[CH:33]=[CH:34][CH:35]=[CH:36][CH:37]=1. The yield is 0.860. (2) The reactants are Br[CH2:2][C:3]([NH:5][C:6]1[CH:11]=[CH:10][CH:9]=[C:8]([C:12]2[CH:21]=[N:20][C:19]3[C:14](=[CH:15][CH:16]=[CH:17][CH:18]=3)[N:13]=2)[CH:7]=1)=[O:4].[CH3:22][S-:23].[Na+]. The catalyst is C(O)C.O.C(OCC)(=O)C. The product is [CH3:22][S:23][CH2:2][C:3]([NH:5][C:6]1[CH:11]=[CH:10][CH:9]=[C:8]([C:12]2[CH:21]=[N:20][C:19]3[C:14](=[CH:15][CH:16]=[CH:17][CH:18]=3)[N:13]=2)[CH:7]=1)=[O:4]. The yield is 0.750. (3) The reactants are [C:1]([C:3]1[CH:4]=[C:5]([C:13]2[O:17][N:16]=[C:15]([C:18]3[CH:26]=[CH:25][CH:24]=[C:23]4[C:19]=3[CH2:20][CH2:21][C@H:22]4[NH:27][S:28]([CH2:31][C:32]([O:34]C)=[O:33])(=[O:30])=[O:29])[N:14]=2)[CH:6]=[CH:7][C:8]=1[O:9][CH:10]([CH3:12])[CH3:11])#[N:2].[OH-].[Na+]. The catalyst is CO. The product is [C:1]([C:3]1[CH:4]=[C:5]([C:13]2[O:17][N:16]=[C:15]([C:18]3[CH:26]=[CH:25][CH:24]=[C:23]4[C:19]=3[CH2:20][CH2:21][C@H:22]4[NH:27][S:28]([CH2:31][C:32]([OH:34])=[O:33])(=[O:29])=[O:30])[N:14]=2)[CH:6]=[CH:7][C:8]=1[O:9][CH:10]([CH3:12])[CH3:11])#[N:2]. The yield is 0.910. (4) The reactants are Cl[C:2]1[C:11]([C:12]([OH:14])=[O:13])=[CH:10][C:9]2[C:4](=[CH:5][CH:6]=[C:7]([Cl:15])[CH:8]=2)[N:3]=1.[CH:16]1[CH:21]=[CH:20][C:19]([C@@H:22]([NH2:25])[CH2:23][OH:24])=[CH:18][CH:17]=1.C(Cl)(Cl)Cl. The product is [Cl:15][C:7]1[CH:8]=[C:9]2[C:4](=[CH:5][CH:6]=1)[N:3]=[C:2]([NH:25][C@H:22]([C:19]1[CH:20]=[CH:21][CH:16]=[CH:17][CH:18]=1)[CH2:23][OH:24])[C:11]([C:12]([OH:14])=[O:13])=[CH:10]2. The yield is 0.230. The catalyst is CO. (5) The reactants are C(O)(C(F)(F)F)=O.C(OC(=O)[NH:14][CH2:15][CH:16]([CH2:27][O:28][C:29]([C:42]1[CH:47]=[CH:46][CH:45]=[CH:44][CH:43]=1)([C:36]1[CH:41]=[CH:40][CH:39]=[CH:38][CH:37]=1)[C:30]1[CH:35]=[CH:34][CH:33]=[CH:32][CH:31]=1)[CH2:17][CH2:18][N:19]1[CH:24]=[CH:23][C:22](=[O:25])[NH:21][C:20]1=[O:26])(C)(C)C. The catalyst is ClCCl. The product is [NH2:14][CH2:15][CH:16]([CH2:27][O:28][C:29]([C:42]1[CH:43]=[CH:44][CH:45]=[CH:46][CH:47]=1)([C:36]1[CH:37]=[CH:38][CH:39]=[CH:40][CH:41]=1)[C:30]1[CH:31]=[CH:32][CH:33]=[CH:34][CH:35]=1)[CH2:17][CH2:18][N:19]1[CH:24]=[CH:23][C:22](=[O:25])[NH:21][C:20]1=[O:26]. The yield is 0.650. (6) The reactants are [F:1][C:2]([F:12])([F:11])[C:3]1[N:8]=[C:7]([OH:9])[CH:6]=[C:5]([OH:10])[CH:4]=1.[N+:13]([O-])([OH:15])=[O:14]. The catalyst is S(=O)(=O)(O)O. The product is [N+:13]([C:6]1[C:7]([OH:9])=[N:8][C:3]([C:2]([F:1])([F:11])[F:12])=[CH:4][C:5]=1[OH:10])([O-:15])=[O:14]. The yield is 0.710. (7) The reactants are [F:1][C:2]1[C:10]2[CH2:9][CH2:8][CH2:7][CH2:6][C:5]=2[N:4]2[CH2:11][CH2:12][N:13]([C:16]3[N:23]=[CH:22][CH:21]=[C:20]([C:24]4[CH:29]=[C:28]([NH:30][C:31]5[CH:36]=[CH:35][C:34]([N:37]6[CH2:42][CH2:41][N:40]([CH:43]7[CH2:46][O:45][CH2:44]7)[CH2:39][CH2:38]6)=[CH:33][N:32]=5)[C:27](=[O:47])[N:26]([CH3:48])[CH:25]=4)[C:17]=3[CH:18]=[O:19])[C:14](=[O:15])[C:3]=12.[BH4-].[Na+]. The catalyst is CO. The product is [F:1][C:2]1[C:10]2[CH2:9][CH2:8][CH2:7][CH2:6][C:5]=2[N:4]2[CH2:11][CH2:12][N:13]([C:16]3[C:17]([CH2:18][OH:19])=[C:20]([C:24]4[CH:29]=[C:28]([NH:30][C:31]5[CH:36]=[CH:35][C:34]([N:37]6[CH2:38][CH2:39][N:40]([CH:43]7[CH2:46][O:45][CH2:44]7)[CH2:41][CH2:42]6)=[CH:33][N:32]=5)[C:27](=[O:47])[N:26]([CH3:48])[CH:25]=4)[CH:21]=[CH:22][N:23]=3)[C:14](=[O:15])[C:3]=12. The yield is 0.540. (8) The reactants are [F:1][C:2]1[CH:7]=[CH:6][C:5]([P:8](=[O:13])([CH:11]=[CH2:12])[CH:9]=[CH2:10])=[CH:4][CH:3]=1.[CH2:14]([NH2:21])[C:15]1[CH:20]=[CH:19][CH:18]=[CH:17][CH:16]=1. The catalyst is C1COCC1.O. The product is [CH2:14]([N:21]1[CH2:12][CH2:11][P:8](=[O:13])([C:5]2[CH:4]=[CH:3][C:2]([F:1])=[CH:7][CH:6]=2)[CH2:9][CH2:10]1)[C:15]1[CH:20]=[CH:19][CH:18]=[CH:17][CH:16]=1. The yield is 0.820.